Dataset: Reaction yield outcomes from USPTO patents with 853,638 reactions. Task: Predict the reaction yield, written as a fraction of the theoretical maximum amount of product (1.0 means a 100% yield; for example, 0.34 means a 34% yield). (1) The reactants are [CH2:1]([O:8][C:9]1[CH:16]=[CH:15][C:12]([CH:13]=O)=[CH:11][CH:10]=1)[C:2]1[CH:7]=[CH:6][CH:5]=[CH:4][CH:3]=1.C[O-].[Na+].[N+:20]([CH3:23])([O-:22])=[O:21].Cl. The catalyst is CO. The product is [CH2:1]([O:8][C:9]1[CH:16]=[CH:15][C:12](/[CH:13]=[CH:23]/[N+:20]([O-:22])=[O:21])=[CH:11][CH:10]=1)[C:2]1[CH:7]=[CH:6][CH:5]=[CH:4][CH:3]=1. The yield is 1.00. (2) The reactants are [CH2:1]([O:3][C:4]([C:6]1[NH:7][CH:8]=[CH:9][CH:10]=1)=[O:5])[CH3:2].[Cl-].[Al+3].[Cl-].[Cl-].[Br:15][C:16]1[CH:21]=[CH:20][CH:19]=[CH:18][C:17]=1[CH2:22][C:23](Cl)=[O:24]. The catalyst is ClC(Cl)C. The product is [CH2:1]([O:3][C:4]([C:6]1[NH:7][CH:8]=[C:9]([C:23](=[O:24])[CH2:22][C:17]2[CH:18]=[CH:19][CH:20]=[CH:21][C:16]=2[Br:15])[CH:10]=1)=[O:5])[CH3:2]. The yield is 0.549. (3) The reactants are [CH:1]1([N:4]2[CH2:9][CH:8]=[C:7]([C:10]3[CH:15]=[C:14]([C:16]([F:19])([F:18])[F:17])[CH:13]=[C:12]([N+:20]([O-])=O)[CH:11]=3)[CH2:6][CH2:5]2)[CH2:3][CH2:2]1. The catalyst is CO.[Pd]. The product is [CH:1]1([N:4]2[CH2:9][CH2:8][CH:7]([C:10]3[CH:11]=[C:12]([CH:13]=[C:14]([C:16]([F:19])([F:17])[F:18])[CH:15]=3)[NH2:20])[CH2:6][CH2:5]2)[CH2:2][CH2:3]1. The yield is 0.940. (4) The reactants are [CH3:1][O:2][C:3]1[CH:4]=[C:5]([NH:11][C:12]2[C:13]([NH:22][S:23]([C:26]3[CH:27]=[N:28][C:29]([CH2:32]O)=[CH:30][CH:31]=3)(=[O:25])=[O:24])=[N:14][C:15]3[C:20]([N:21]=2)=[CH:19][CH:18]=[CH:17][CH:16]=3)[CH:6]=[C:7]([O:9][CH3:10])[CH:8]=1.S(Cl)([Cl:36])=O.O.C([O-])(O)=O.[Na+]. The catalyst is C(Cl)(Cl)Cl. The product is [Cl:36][CH2:32][C:29]1[N:28]=[CH:27][C:26]([S:23]([NH:22][C:13]2[C:12]([NH:11][C:5]3[CH:4]=[C:3]([O:2][CH3:1])[CH:8]=[C:7]([O:9][CH3:10])[CH:6]=3)=[N:21][C:20]3[C:15](=[CH:16][CH:17]=[CH:18][CH:19]=3)[N:14]=2)(=[O:25])=[O:24])=[CH:31][CH:30]=1. The yield is 1.08. (5) The catalyst is C1COCC1. The product is [Cl:1][C:2]1[CH:6]=[CH:5][N:4]2[C:3]=1[C:16](=[O:18])[CH:9]([C:10]([O:12][CH2:13][CH3:14])=[O:11])[C:8](=[O:15])[NH:7]2. The reactants are [Cl:1][C:2]1[CH:6]=[CH:5][N:4]([NH:7][C:8](=[O:15])[CH2:9][C:10]([O:12][CH2:13][CH3:14])=[O:11])[C:3]=1[C:16]([O:18]C)=O.CC([O-])(C)C.[K+]. The yield is 0.671. (6) The product is [Cl:32][C:27]1[CH:28]=[CH:29][CH:30]=[CH:31][C:26]=1[CH2:25][N:21]1[C:20]2[CH:19]=[CH:18][CH:17]=[C:16]([N:11]3[CH:12]=[CH:13][C:14](=[O:15])[C:9]([OH:8])=[CH:10]3)[C:24]=2[N:23]=[CH:22]1. The reactants are C([O:8][C:9]1[C:14](=[O:15])[CH:13]=[CH:12][N:11]([C:16]2[C:24]3[N:23]=[CH:22][N:21]([CH2:25][C:26]4[CH:31]=[CH:30][CH:29]=[CH:28][C:27]=4[Cl:32])[C:20]=3[CH:19]=[CH:18][CH:17]=2)[CH:10]=1)C1C=CC=CC=1.C(S)C.B(F)(F)F. The catalyst is C(Cl)Cl.CO. The yield is 0.580. (7) The reactants are Br[C:2]1[CH:7]=[CH:6][CH:5]=[CH:4][C:3]=1[NH:8][C:9](=[O:19])[O:10][CH:11]1[CH:16]2[CH2:17][CH2:18][N:13]([CH2:14][CH2:15]2)[CH2:12]1.[CH3:20][O:21][C:22]1[CH:27]=[CH:26][CH:25]=[CH:24][C:23]=1B(O)O. No catalyst specified. The product is [CH3:20][O:21][C:22]1[CH:27]=[CH:26][CH:25]=[CH:24][C:23]=1[C:2]1[CH:7]=[CH:6][CH:5]=[CH:4][C:3]=1[NH:8][C:9](=[O:19])[O:10][CH:11]1[CH:16]2[CH2:17][CH2:18][N:13]([CH2:14][CH2:15]2)[CH2:12]1. The yield is 0.720.